This data is from Forward reaction prediction with 1.9M reactions from USPTO patents (1976-2016). The task is: Predict the product of the given reaction. (1) Given the reactants [Br:1][C:2]1[CH:7]=[CH:6][C:5]([C:8]2[C:12]3[CH:13]=[CH:14][C:15]([O:17][CH2:18][CH2:19][CH2:20]Br)=[CH:16][C:11]=3[S:10][N:9]=2)=[CH:4][CH:3]=1.[CH2:22]([NH:24][CH2:25][CH2:26][OH:27])[CH3:23], predict the reaction product. The product is: [Br:1][C:2]1[CH:7]=[CH:6][C:5]([C:8]2[C:12]3[CH:13]=[CH:14][C:15]([O:17][CH2:18][CH2:19][CH2:20][N:24]([CH2:22][CH3:23])[CH2:25][CH2:26][OH:27])=[CH:16][C:11]=3[S:10][N:9]=2)=[CH:4][CH:3]=1. (2) Given the reactants [ClH:1].Cl.Cl.[Cl:4][C:5]1[CH:14]=[CH:13][C:12]([Cl:15])=[C:11]2[C:6]=1[CH:7]=[C:8]([C:16]1[C:17]([NH2:33])=[N:18][CH:19]=[C:20]([C:22]3[CH:23]=[N:24][N:25]([CH:27]4[CH2:32][CH2:31][NH:30][CH2:29][CH2:28]4)[CH:26]=3)[CH:21]=1)[N:9]=[CH:10]2.[Cl:34]C1C=C2C(=C(Cl)C=1)C=NC(OS(C(F)(F)F)(=O)=O)=C2, predict the reaction product. The product is: [ClH:4].[ClH:34].[ClH:1].[Cl:34][C:14]1[CH:5]=[C:6]2[C:11](=[C:12]([Cl:15])[CH:13]=1)[CH:10]=[N:9][C:8]([C:16]1[C:17]([NH2:33])=[N:18][CH:19]=[C:20]([C:22]3[CH:23]=[N:24][N:25]([CH:27]4[CH2:32][CH2:31][NH:30][CH2:29][CH2:28]4)[CH:26]=3)[CH:21]=1)=[CH:7]2. (3) Given the reactants [C:1]([C:3]1[CH:8]=[CH:7][C:6]([OH:9])=[CH:5][CH:4]=1)#[N:2].Br[CH2:11][C:12]([O:14][CH2:15][CH3:16])=[O:13].C([O-])([O-])=O.[K+].[K+], predict the reaction product. The product is: [C:1]([C:3]1[CH:8]=[CH:7][C:6]([O:9][CH2:11][C:12]([O:14][CH2:15][CH3:16])=[O:13])=[CH:5][CH:4]=1)#[N:2].